This data is from Full USPTO retrosynthesis dataset with 1.9M reactions from patents (1976-2016). The task is: Predict the reactants needed to synthesize the given product. (1) The reactants are: [CH2:1]([N:3]=[C:4]=[O:5])[CH3:2].[C:6]([O:10][C:11](=[O:42])[N:12]([CH3:41])[CH2:13][CH2:14][N:15]([C:27](=[O:40])[CH2:28][NH:29][C:30]1[CH:39]=[CH:38][CH:37]=[C:36]2[C:31]=1[CH2:32][CH2:33][NH:34][CH2:35]2)[CH2:16][C:17]1[CH:22]=[CH:21][CH:20]=[CH:19][C:18]=1[C:23]([F:26])([F:25])[F:24])([CH3:9])([CH3:8])[CH3:7]. Given the product [CH2:1]([NH:3][C:4]([N:34]1[CH2:33][CH2:32][C:31]2[C:36](=[CH:37][CH:38]=[CH:39][C:30]=2[NH:29][CH2:28][C:27]([N:15]([CH2:14][CH2:13][N:12]([CH3:41])[C:11](=[O:42])[O:10][C:6]([CH3:7])([CH3:8])[CH3:9])[CH2:16][C:17]2[CH:22]=[CH:21][CH:20]=[CH:19][C:18]=2[C:23]([F:26])([F:24])[F:25])=[O:40])[CH2:35]1)=[O:5])[CH3:2], predict the reactants needed to synthesize it. (2) Given the product [Cl:1][C:2]1[N:7]=[C:6]([C:8]([O:10][CH3:11])=[O:9])[CH:5]=[CH:4][C:3]=1[CH:12]([OH:13])[C:20]1[C:19](=[O:24])[CH2:23][CH2:22][CH:21]=1, predict the reactants needed to synthesize it. The reactants are: [Cl:1][C:2]1[N:7]=[C:6]([C:8]([O:10][CH3:11])=[O:9])[CH:5]=[CH:4][C:3]=1[CH:12]=[O:13].N1C=CN=C1.[C:19]1(=[O:24])[CH2:23][CH2:22][CH:21]=[CH:20]1. (3) Given the product [Cl:21][C:22]1[CH:23]=[C:24]([CH:27]=[CH:28][C:29]=1[O:30][CH:31]([F:32])[F:33])[CH2:25][N:1]1[CH:2]([C:11]2[C:16]([F:17])=[CH:15][CH:14]=[CH:13][C:12]=2[O:18][CH2:19][CH3:20])[CH2:3][CH:4]([CH3:10])[C:5]1=[O:7], predict the reactants needed to synthesize it. The reactants are: [NH2:1][CH:2]([C:11]1[C:16]([F:17])=[CH:15][CH:14]=[CH:13][C:12]=1[O:18][CH2:19][CH3:20])[CH2:3][CH:4]([CH3:10])[C:5]([O:7]CC)=O.[Cl:21][C:22]1[CH:23]=[C:24]([CH:27]=[CH:28][C:29]=1[O:30][CH:31]([F:33])[F:32])[CH:25]=O. (4) The reactants are: [F:1][C:2]1[CH:3]=[CH:4][C:5]([CH3:12])=[C:6]([S:8](Cl)(=[O:10])=[O:9])[CH:7]=1.[NH:13]1[CH2:18][CH2:17][NH:16][CH2:15][CH2:14]1.C(N(CC)CC)C. Given the product [F:1][C:2]1[CH:3]=[CH:4][C:5]([CH3:12])=[C:6]([S:8]([N:13]2[CH2:18][CH2:17][NH:16][CH2:15][CH2:14]2)(=[O:10])=[O:9])[CH:7]=1, predict the reactants needed to synthesize it. (5) The reactants are: Br[C:2]1[CH:3]=[CH:4][C:5]([N:28]2[CH:32]=[N:31][CH:30]=[N:29]2)=[C:6]([C:8]2[N:12]([C:13]([CH3:16])([CH3:15])[CH3:14])[C:11]3[CH:17]=[CH:18][C:19]([C:21]4[CH:22]=[N:23][C:24]([NH2:27])=[N:25][CH:26]=4)=[CH:20][C:10]=3[N:9]=2)[CH:7]=1.[Na+].[CH3:34][S:35]([O-:37])=[O:36].CNCCNC. Given the product [C:13]([N:12]1[C:11]2[CH:17]=[CH:18][C:19]([C:21]3[CH:26]=[N:25][C:24]([NH2:27])=[N:23][CH:22]=3)=[CH:20][C:10]=2[N:9]=[C:8]1[C:6]1[CH:7]=[C:2]([S:35]([CH3:34])(=[O:37])=[O:36])[CH:3]=[CH:4][C:5]=1[N:28]1[CH:32]=[N:31][CH:30]=[N:29]1)([CH3:15])([CH3:14])[CH3:16], predict the reactants needed to synthesize it. (6) Given the product [C:32]([O:31][C:29]([N:25]1[C:24]([C:22]#[N:23])=[CH:28][CH:27]=[C:26]1[B:36]([OH:39])[OH:37])=[O:30])([CH3:35])([CH3:34])[CH3:33], predict the reactants needed to synthesize it. The reactants are: CC1(C)CCCC(C)(C)N1.[Li]CCCC.CCCCCC.[C:22]([C:24]1[N:25]([C:29]([O:31][C:32]([CH3:35])([CH3:34])[CH3:33])=[O:30])[CH:26]=[CH:27][CH:28]=1)#[N:23].[B:36](OC)([O:39]C)[O:37]C.[NH4+].[Cl-]. (7) Given the product [CH2:16]([CH:26]([CH2:30][CH2:31][CH2:32][CH2:33][CH2:34][CH2:35][CH2:36][CH2:37][CH2:38][CH2:39][CH2:40][CH3:41])[C:27]([NH:1][C:2]1[CH:11]=[C:6]([C:7]([O:9][CH3:10])=[O:8])[CH:5]=[C:4]([CH:3]=1)[C:12]([O:14][CH3:15])=[O:13])=[O:28])[CH2:17][CH2:18][CH2:19][CH2:20][CH2:21][CH2:22][CH2:23][CH2:24][CH3:25], predict the reactants needed to synthesize it. The reactants are: [NH2:1][C:2]1[CH:3]=[C:4]([C:12]([O:14][CH3:15])=[O:13])[CH:5]=[C:6]([CH:11]=1)[C:7]([O:9][CH3:10])=[O:8].[CH2:16]([CH:26]([CH2:30][CH2:31][CH2:32][CH2:33][CH2:34][CH2:35][CH2:36][CH2:37][CH2:38][CH2:39][CH2:40][CH3:41])[C:27](Cl)=[O:28])[CH2:17][CH2:18][CH2:19][CH2:20][CH2:21][CH2:22][CH2:23][CH2:24][CH3:25].O.